This data is from Reaction yield outcomes from USPTO patents with 853,638 reactions. The task is: Predict the reaction yield, written as a fraction of the theoretical maximum amount of product (1.0 means a 100% yield; for example, 0.34 means a 34% yield). The reactants are [NH:1]1[CH2:6][CH2:5][O:4][CH2:3][CH2:2]1.Br[CH2:8][CH2:9][CH2:10][OH:11]. The catalyst is C(Cl)Cl. The product is [N:1]1([CH2:8][CH2:9][CH2:10][OH:11])[CH2:6][CH2:5][O:4][CH2:3][CH2:2]1. The yield is 0.500.